This data is from Forward reaction prediction with 1.9M reactions from USPTO patents (1976-2016). The task is: Predict the product of the given reaction. (1) Given the reactants [OH-].[Li+].[O:3]=[S:4]1(=[O:38])[C:10]2[CH:11]=[C:12]([O:17][CH2:18][C:19]([O:21]CC)=[O:20])[C:13]([O:15][CH3:16])=[CH:14][C:9]=2[N:8]([C:24]2[CH:29]=[CH:28][CH:27]=[CH:26][CH:25]=2)[CH2:7][C:6]([CH2:34][CH2:35][CH2:36][CH3:37])([CH2:30][CH2:31][CH2:32][CH3:33])[CH2:5]1.CC(O)=O, predict the reaction product. The product is: [O:38]=[S:4]1(=[O:3])[C:10]2[CH:11]=[C:12]([O:17][CH2:18][C:19]([OH:21])=[O:20])[C:13]([O:15][CH3:16])=[CH:14][C:9]=2[N:8]([C:24]2[CH:29]=[CH:28][CH:27]=[CH:26][CH:25]=2)[CH2:7][C:6]([CH2:34][CH2:35][CH2:36][CH3:37])([CH2:30][CH2:31][CH2:32][CH3:33])[CH2:5]1. (2) The product is: [Br:1][C:2]1[CH:3]=[C:4]([CH:19]=[C:20]([CH:22]=[O:23])[CH:21]=1)[O:5][CH:6]1[CH2:7][CH2:8][N:9]([C:12]([O:14][C:15]([CH3:16])([CH3:17])[CH3:18])=[O:13])[CH2:10][CH2:11]1. Given the reactants [Br:1][C:2]1[CH:3]=[C:4]([CH:19]=[C:20]([CH2:22][OH:23])[CH:21]=1)[O:5][CH:6]1[CH2:11][CH2:10][N:9]([C:12]([O:14][C:15]([CH3:18])([CH3:17])[CH3:16])=[O:13])[CH2:8][CH2:7]1.CC(OI1(OC(C)=O)(OC(C)=O)OC(=O)C2C=CC=CC1=2)=O.C([O-])(O)=O.[Na+], predict the reaction product. (3) Given the reactants [C:1]([OH:14])(=[O:13])[CH2:2][CH2:3][CH2:4][CH2:5][CH2:6][CH2:7][CH2:8][CH2:9][CH2:10][CH2:11][CH3:12].[CH3:15][N:16]([CH3:21])[CH2:17][CH2:18][CH2:19]O, predict the reaction product. The product is: [C:1]([O:14][CH2:19][CH2:18][CH2:17][N:16]([CH3:21])[CH3:15])(=[O:13])[CH2:2][CH2:3][CH2:4][CH2:5][CH2:6][CH2:7][CH2:8][CH2:9][CH2:10][CH2:11][CH3:12]. (4) Given the reactants [Cl:1][C:2]1[CH:7]=[C:6]([Cl:8])[C:5]([O:9][CH3:10])=[CH:4][C:3]=1[NH:11][C:12]1[C:17]([C:18]#[N:19])=[CH:16][N:15]=[C:14]2[CH:20]=[C:21](I)[S:22][C:13]=12.[CH3:24][Si:25]([C:28]#[CH:29])([CH3:27])[CH3:26].C(Cl)(Cl)Cl, predict the reaction product. The product is: [Cl:1][C:2]1[CH:7]=[C:6]([Cl:8])[C:5]([O:9][CH3:10])=[CH:4][C:3]=1[NH:11][C:12]1[C:17]([C:18]#[N:19])=[CH:16][N:15]=[C:14]2[CH:20]=[C:21]([C:29]#[C:28][Si:25]([CH3:27])([CH3:26])[CH3:24])[S:22][C:13]=12.